Dataset: Catalyst prediction with 721,799 reactions and 888 catalyst types from USPTO. Task: Predict which catalyst facilitates the given reaction. (1) Reactant: [Si]([O:8][CH2:9][CH2:10][O:11][C:12]1[CH:13]=[CH:14][C:15]([CH:27]=O)=[N:16][C:17]=1[C:18]1[CH:23]=[CH:22][CH:21]=[C:20]([S:24]([CH3:26])=[O:25])[CH:19]=1)(C(C)(C)C)(C)C.[NH2:29][C:30]1[CH:38]=[C:37]([O:39][CH3:40])[CH:36]=[C:35]([O:41][CH3:42])[C:31]=1[C:32]([NH2:34])=[O:33].OS([O-])=O.[Na+].O.C1(C)C=CC(S(O)(=O)=O)=CC=1. Product: [OH:8][CH2:9][CH2:10][O:11][C:12]1[CH:13]=[CH:14][C:15]([C:27]2[NH:34][C:32](=[O:33])[C:31]3[C:30](=[CH:38][C:37]([O:39][CH3:40])=[CH:36][C:35]=3[O:41][CH3:42])[N:29]=2)=[N:16][C:17]=1[C:18]1[CH:23]=[CH:22][CH:21]=[C:20]([S:24]([CH3:26])=[O:25])[CH:19]=1. The catalyst class is: 80. (2) Reactant: [OH:1][CH:2]1[CH2:5][CH:4]([NH:6][C:7](=[O:9])[OH:8])[CH2:3]1.[C:10](Cl)(=[O:17])[C:11]1[CH:16]=[CH:15][CH:14]=[CH:13][CH:12]=1. Product: [C:11]([O:9][C:7]([NH:6][CH:4]1[CH2:5][CH:2]([O:1][C:10](=[O:17])[C:11]2[CH:16]=[CH:15][CH:14]=[CH:13][CH:12]=2)[CH2:3]1)=[O:8])([CH3:16])([CH3:12])[CH3:10]. The catalyst class is: 17. (3) Reactant: Br[CH2:2][C:3]1[CH:12]=[CH:11][C:6]([C:7]([O:9][CH3:10])=[O:8])=[CH:5][CH:4]=1.C([O-])([O-])=O.[Cs+].[Cs+].[Cl:19][C:20]1[CH:25]=[CH:24][C:23]([S:26]([NH:29][C@H:30]([C:33]2[CH:38]=[CH:37][CH:36]=[CH:35][CH:34]=2)[CH2:31][CH3:32])(=[O:28])=[O:27])=[CH:22][CH:21]=1. Product: [Cl:19][C:20]1[CH:25]=[CH:24][C:23]([S:26]([N:29]([CH2:2][C:3]2[CH:12]=[CH:11][C:6]([C:7]([O:9][CH3:10])=[O:8])=[CH:5][CH:4]=2)[C@H:30]([C:33]2[CH:34]=[CH:35][CH:36]=[CH:37][CH:38]=2)[CH2:31][CH3:32])(=[O:28])=[O:27])=[CH:22][CH:21]=1. The catalyst class is: 3. (4) Reactant: [C:1]([C@@H:3]1[CH2:7][C@H:6]([F:8])[CH2:5][N:4]1C(OC(C)(C)C)=O)#[N:2].[C:16]1([CH3:26])[CH:21]=[CH:20][C:19]([S:22]([OH:25])(=[O:24])=[O:23])=[CH:18][CH:17]=1. Product: [C:16]1([CH3:26])[CH:17]=[CH:18][C:19]([S:22]([OH:25])(=[O:23])=[O:24])=[CH:20][CH:21]=1.[C:1]([C@@H:3]1[CH2:7][C@H:6]([F:8])[CH2:5][NH:4]1)#[N:2]. The catalyst class is: 10.